From a dataset of Catalyst prediction with 721,799 reactions and 888 catalyst types from USPTO. Predict which catalyst facilitates the given reaction. (1) Reactant: [C:1]([O:5][C:6]([N:8]1[C:13]2[CH:14]=[C:15]([Cl:19])[C:16]([OH:18])=[CH:17][C:12]=2[O:11][CH:10]([C:20]([N:22]2[CH2:27][CH2:26][C:25]([C:36]#[N:37])([CH2:28][C:29]3[CH:34]=[CH:33][C:32]([F:35])=[CH:31][CH:30]=3)[CH2:24][CH2:23]2)=[O:21])[CH2:9]1)=[O:7])([CH3:4])([CH3:3])[CH3:2].CC([O-])(C)C.[K+].[CH:44](Cl)([F:46])[F:45]. Product: [C:1]([O:5][C:6]([N:8]1[C:13]2[CH:14]=[C:15]([Cl:19])[C:16]([O:18][CH:44]([F:46])[F:45])=[CH:17][C:12]=2[O:11][CH:10]([C:20]([N:22]2[CH2:27][CH2:26][C:25]([C:36]#[N:37])([CH2:28][C:29]3[CH:30]=[CH:31][C:32]([F:35])=[CH:33][CH:34]=3)[CH2:24][CH2:23]2)=[O:21])[CH2:9]1)=[O:7])([CH3:4])([CH3:2])[CH3:3]. The catalyst class is: 1. (2) Reactant: [CH2:1]([N:3]([CH2:6][C:7]1[CH:14]=[CH:13][C:10](C#N)=[CH:9][CH:8]=1)[CH2:4][CH3:5])[CH3:2].C[Mg]Br.C([O:20][CH2:21][CH3:22])C. The catalyst class is: 11. Product: [CH2:1]([N:3]([CH2:6][C:7]1[CH:14]=[CH:13][C:10]([C:21](=[O:20])[CH3:22])=[CH:9][CH:8]=1)[CH2:4][CH3:5])[CH3:2]. (3) Reactant: [C:1]([O:5][C:6]([N:8]1[CH2:13][CH2:12][NH:11][CH2:10][CH2:9]1)=[O:7])([CH3:4])([CH3:3])[CH3:2].Br[CH2:15][CH2:16][CH2:17][OH:18].C(=O)([O-])[O-].[K+].[K+].[I-].[K+]. Product: [C:1]([O:5][C:6]([N:8]1[CH2:13][CH2:12][N:11]([CH2:15][CH2:16][CH2:17][OH:18])[CH2:10][CH2:9]1)=[O:7])([CH3:4])([CH3:2])[CH3:3]. The catalyst class is: 21. (4) Reactant: [C:1]([O:5][C:6](=[O:21])[NH:7][C:8]1[CH:13]=[CH:12][C:11]([CH:14]2[CH2:19][NH:18][C:17](=[O:20])[NH:16][CH2:15]2)=[CH:10][CH:9]=1)([CH3:4])([CH3:3])[CH3:2].C1C(=O)N([Br:29])C(=O)C1. Product: [C:1]([O:5][C:6](=[O:21])[NH:7][C:8]1[CH:9]=[CH:10][C:11]([CH:14]2[CH2:19][NH:18][C:17](=[O:20])[NH:16][CH2:15]2)=[CH:12][C:13]=1[Br:29])([CH3:4])([CH3:2])[CH3:3]. The catalyst class is: 23. (5) Reactant: [C:1]1([CH3:17])[CH:6]=[CH:5][C:4]([C:7]2[CH:16]=[CH:15][CH:14]=[CH:13][C:8]=2[C:9]([O:11]C)=[O:10])=[CH:3][CH:2]=1.[OH-].[Na+]. Product: [C:1]1([CH3:17])[CH:2]=[CH:3][C:4]([C:7]2[CH:16]=[CH:15][CH:14]=[CH:13][C:8]=2[C:9]([OH:11])=[O:10])=[CH:5][CH:6]=1. The catalyst class is: 8. (6) Reactant: [N+:1]([C:4]1[CH:8]=[CH:7][N:6]([CH2:9][CH2:10][OH:11])[N:5]=1)([O-])=O.[H][H]. Product: [NH2:1][C:4]1[CH:8]=[CH:7][N:6]([CH2:9][CH2:10][OH:11])[N:5]=1. The catalyst class is: 29.